This data is from Full USPTO retrosynthesis dataset with 1.9M reactions from patents (1976-2016). The task is: Predict the reactants needed to synthesize the given product. (1) The reactants are: [CH:1](=[O:6])[CH2:2][CH:3]([CH3:5])[CH3:4].[CH2:7](O)[CH2:8][CH2:9][OH:10].[O-]S([O-])(=O)=O.[Na+].[Na+]. Given the product [CH2:2]([CH:1]1[O:10][CH2:9][CH2:8][CH2:7][O:6]1)[CH:3]([CH3:5])[CH3:4], predict the reactants needed to synthesize it. (2) Given the product [C:1]([C:5]1[CH:10]=[CH:9][C:8]([S:11]([NH:14][C:15]2[C:20]([O:21][C:22]3[CH:27]=[CH:26][CH:25]=[CH:24][C:23]=3[O:28][CH3:29])=[C:19]([O:36][CH2:35][CH:34]([O:37][CH2:38][CH3:39])[O:33][CH2:31][CH3:32])[N:18]=[C:17]([C:17]3[N:18]=[CH:19][CH:20]=[CH:15][N:16]=3)[N:16]=2)(=[O:13])=[O:12])=[CH:7][CH:6]=1)([CH3:4])([CH3:3])[CH3:2], predict the reactants needed to synthesize it. The reactants are: [C:1]([C:5]1[CH:10]=[CH:9][C:8]([S:11]([NH:14][C:15]2[C:20]([O:21][C:22]3[CH:27]=[CH:26][CH:25]=[CH:24][C:23]=3[O:28][CH3:29])=[C:19](Cl)[N:18]=[CH:17][N:16]=2)(=[O:13])=[O:12])=[CH:7][CH:6]=1)([CH3:4])([CH3:3])[CH3:2].[CH2:31]([O:33][CH:34]([O:37][CH2:38][CH3:39])[CH2:35][OH:36])[CH3:32].[OH-].[K+].CS(C)=O.